From a dataset of Full USPTO retrosynthesis dataset with 1.9M reactions from patents (1976-2016). Predict the reactants needed to synthesize the given product. Given the product [O:8]1[C:12]2[CH:13]=[CH:14][CH:15]=[CH:16][C:11]=2[NH:10][C:9]1=[C:17]([C:18]1[C:23]([CH3:24])=[CH:22][N:21]=[C:20]([NH:25][CH2:26][C:27]2[CH:28]=[CH:29][C:30]([C:31]([N:5]3[CH2:6][CH2:7][N:2]([CH3:1])[CH2:3][CH2:4]3)=[O:32])=[CH:34][CH:35]=2)[N:19]=1)[C:36]#[N:37], predict the reactants needed to synthesize it. The reactants are: [CH3:1][N:2]1[CH2:7][CH2:6][NH:5][CH2:4][CH2:3]1.[O:8]1[C:12]2[CH:13]=[CH:14][CH:15]=[CH:16][C:11]=2[NH:10][C:9]1=[C:17]([C:36]#[N:37])[C:18]1[C:23]([CH3:24])=[CH:22][N:21]=[C:20]([NH:25][CH2:26][C:27]2[CH:35]=[CH:34][C:30]([C:31](O)=[O:32])=[CH:29][CH:28]=2)[N:19]=1.CCN=C=NCCCN(C)C.Cl.C1C=CC2N(O)N=NC=2C=1.CCN(C(C)C)C(C)C.